From a dataset of Reaction yield outcomes from USPTO patents with 853,638 reactions. Predict the reaction yield, written as a fraction of the theoretical maximum amount of product (1.0 means a 100% yield; for example, 0.34 means a 34% yield). (1) The reactants are [CH:1]([O:4][NH:5][C:6](=[O:15])[O:7][CH2:8][C:9]1[CH:14]=[CH:13][CH:12]=[CH:11][CH:10]=1)([CH3:3])[CH3:2].[C:16]([O-])([O-])=O.[K+].[K+].CI. The catalyst is CC(C)=O. The product is [CH:1]([O:4][N:5]([CH3:16])[C:6](=[O:15])[O:7][CH2:8][C:9]1[CH:10]=[CH:11][CH:12]=[CH:13][CH:14]=1)([CH3:3])[CH3:2]. The yield is 0.930. (2) The reactants are O([Si](C)(C)C)S(C(F)(F)F)(=O)=O.[CH3:13][N:14]1[CH:18]=[C:17]([NH:19][C:20]([C:22]2[N:23]([CH3:27])[CH:24]=[CH:25][N:26]=2)=[O:21])[N:16]=[C:15]1[C:28](O)=[O:29].[CH3:31][O:32][C:33]([C:35]1[N:36]([CH3:50])[CH:37]=[C:38]([NH:40][C:41]([C:43]2[N:44]([CH3:49])[CH:45]=[C:46]([NH2:48])[N:47]=2)=[O:42])[CH:39]=1)=[O:34].C([O-])([O-])=O.[Na+].[Na+]. The catalyst is C(#N)C.C(Cl)(Cl)Cl.O. The product is [CH3:31][O:32][C:33]([C:35]1[N:36]([CH3:50])[CH:37]=[C:38]([NH:40][C:41]([C:43]2[N:44]([CH3:49])[CH:45]=[C:46]([NH:48][C:28]([C:15]3[N:14]([CH3:13])[CH:18]=[C:17]([NH:19][C:20]([C:22]4[N:23]([CH3:27])[CH:24]=[CH:25][N:26]=4)=[O:21])[N:16]=3)=[O:29])[N:47]=2)=[O:42])[CH:39]=1)=[O:34]. The yield is 0.590. (3) The reactants are N[C:2]1[N:7]=[C:6]([C:8]2[CH:13]=[CH:12][C:11]([C@@H:14]([N:16]3[CH2:21][CH2:20][C@@:19]([C:26]4[CH:31]=[CH:30][C:29]([F:32])=[CH:28][CH:27]=4)([CH2:22][CH2:23][CH2:24][OH:25])[O:18][C:17]3=[O:33])[CH3:15])=[CH:10][CH:9]=2)[CH:5]=[CH:4][N:3]=1.N([O-])=[O:35].[Na+]. The catalyst is CC(O)=O.O. The product is [F:32][C:29]1[CH:30]=[CH:31][C:26]([C@:19]2([CH2:22][CH2:23][CH2:24][OH:25])[O:18][C:17](=[O:33])[N:16]([C@H:14]([C:11]3[CH:10]=[CH:9][C:8]([C:6]4[CH:5]=[CH:4][N:3]=[C:2]([OH:35])[N:7]=4)=[CH:13][CH:12]=3)[CH3:15])[CH2:21][CH2:20]2)=[CH:27][CH:28]=1. The yield is 0.0800. (4) The product is [CH:13]12[NH:30][CH:17]([CH2:18][N:19]([C:21]3[CH:27]=[CH:26][C:24]([NH:25][C:32]4[N:37]=[C:36]([C:38]5[N:42]6[CH:43]=[CH:44][CH:45]=[CH:46][C:41]6=[N:40][CH:39]=5)[C:35]([Cl:47])=[CH:34][N:33]=4)=[C:23]([O:28][CH3:29])[CH:22]=3)[CH2:20]1)[CH2:16][O:15][CH2:14]2. The yield is 0.540. The reactants are O.CC1C=CC(S(O)(=O)=O)=CC=1.[CH:13]12[NH:30][CH:17]([CH2:18][N:19]([C:21]3[CH:27]=[CH:26][C:24]([NH2:25])=[C:23]([O:28][CH3:29])[CH:22]=3)[CH2:20]1)[CH2:16][O:15][CH2:14]2.Cl[C:32]1[N:37]=[C:36]([C:38]2[N:42]3[CH:43]=[CH:44][CH:45]=[CH:46][C:41]3=[N:40][CH:39]=2)[C:35]([Cl:47])=[CH:34][N:33]=1.C(=O)([O-])O.[Na+]. The catalyst is CC(O)CCC. (5) The reactants are [CH:1]([C:3]1[CH:4]=[N:5][N:6]([CH2:18][CH3:19])[C:7]=1[C:8]1[CH:9]=[C:10]([C:13]([O:15][CH2:16]C)=[O:14])[S:11][CH:12]=1)=[CH2:2]. The catalyst is CCO.[Pd]. The product is [CH2:18]([N:6]1[C:7]([C:8]2[CH:9]=[C:10]([C:13]([O:15][CH3:16])=[O:14])[S:11][CH:12]=2)=[C:3]([CH2:1][CH3:2])[CH:4]=[N:5]1)[CH3:19]. The yield is 0.940.